This data is from Forward reaction prediction with 1.9M reactions from USPTO patents (1976-2016). The task is: Predict the product of the given reaction. (1) Given the reactants C(N(CC)CC)C.CN(C=O)C.Br[C:14]1[N:15]=[C:16]([CH3:19])[S:17][CH:18]=1.[C:20]([C:22]1[CH:23]=[N:24][CH:25]=[C:26]([O:28][CH3:29])[CH:27]=1)#[CH:21], predict the reaction product. The product is: [CH3:29][O:28][C:26]1[CH:25]=[N:24][CH:23]=[C:22]([C:20]#[C:21][C:14]2[N:15]=[C:16]([CH3:19])[S:17][CH:18]=2)[CH:27]=1. (2) Given the reactants O=[C:2]1[CH2:6][CH2:5][N:4](C(OC(C)(C)C)=O)[CH2:3]1.[N:14]1([C:20]([O:22][CH2:23][C:24]2[CH:29]=[CH:28][CH:27]=[CH:26][CH:25]=2)=[O:21])[CH2:19][CH2:18][NH:17][CH2:16][CH2:15]1.C([BH3-])#N.[Na+].O, predict the reaction product. The product is: [NH:4]1[CH2:5][CH2:6][CH:2]([N:17]2[CH2:16][CH2:15][N:14]([C:20]([O:22][CH2:23][C:24]3[CH:29]=[CH:28][CH:27]=[CH:26][CH:25]=3)=[O:21])[CH2:19][CH2:18]2)[CH2:3]1. (3) The product is: [Br:8][C:9]1[CH:14]=[CH:13][C:12]([C:15]2[O:24][C:23]3[C:18](=[N:19][CH:20]=[CH:21][CH:22]=3)[CH:16]=2)=[CH:11][CH:10]=1. Given the reactants C(N(CC)CC)C.[Br:8][C:9]1[CH:14]=[CH:13][C:12]([C:15]#[CH:16])=[CH:11][CH:10]=1.I[C:18]1[C:23]([OH:24])=[CH:22][CH:21]=[CH:20][N:19]=1.O, predict the reaction product. (4) Given the reactants C([O:3][C:4](=[O:29])[CH2:5][C:6]1[CH:11]=[CH:10][CH:9]=[C:8]([NH:12][C:13]([C:15]2[O:16][C:17]([C:20]3[CH:25]=[CH:24][C:23]([N:26]([CH3:28])[CH3:27])=[CH:22][CH:21]=3)=[CH:18][CH:19]=2)=[O:14])[CH:7]=1)C.[OH-].[Na+], predict the reaction product. The product is: [CH3:28][N:26]([CH3:27])[C:23]1[CH:22]=[CH:21][C:20]([C:17]2[O:16][C:15]([C:13]([NH:12][C:8]3[CH:7]=[C:6]([CH2:5][C:4]([OH:29])=[O:3])[CH:11]=[CH:10][CH:9]=3)=[O:14])=[CH:19][CH:18]=2)=[CH:25][CH:24]=1. (5) Given the reactants Cl[C:2]1[N:7]=[C:6]([C:8]([OH:10])=[O:9])[CH:5]=[C:4]([CH3:11])[N:3]=1.[CH2:12]([NH2:15])[CH2:13][CH3:14], predict the reaction product. The product is: [CH3:11][C:4]1[N:3]=[C:2]([NH:15][CH2:12][CH2:13][CH3:14])[N:7]=[C:6]([C:8]([OH:10])=[O:9])[CH:5]=1. (6) Given the reactants [CH:1]1([C:6]2[N:14]3[C:9]([C:10](=[O:24])[NH:11][C:12]([C:15]4[CH:20]=[CH:19][CH:18]=[C:17]([N+:21]([O-])=O)[CH:16]=4)=[N:13]3)=[C:8]([CH2:25][CH3:26])[N:7]=2)[CH2:5][CH2:4][CH2:3][CH2:2]1.[H][H], predict the reaction product. The product is: [NH2:21][C:17]1[CH:16]=[C:15]([C:12]2[NH:11][C:10](=[O:24])[C:9]3=[C:8]([CH2:25][CH3:26])[N:7]=[C:6]([CH:1]4[CH2:5][CH2:4][CH2:3][CH2:2]4)[N:14]3[N:13]=2)[CH:20]=[CH:19][CH:18]=1. (7) Given the reactants [Cl:1][CH2:2][C:3]([C:5]1[CH:10]=[CH:9][CH:8]=[CH:7][CH:6]=1)=[O:4].[C:11]1([C@@H:17]([NH:29][C:30]2[CH:35]=[CH:34][CH:33]=[CH:32][CH:31]=2)[C:18]([O:20][C@@H:21]2[CH:26]3[CH2:27][CH2:28][N:23]([CH2:24][CH2:25]3)[CH2:22]2)=[O:19])[CH:16]=[CH:15][CH:14]=[CH:13][CH:12]=1, predict the reaction product. The product is: [Cl-:1].[O:4]=[C:3]([C:5]1[CH:10]=[CH:9][CH:8]=[CH:7][CH:6]=1)[CH2:2][N+:23]12[CH2:24][CH2:25][CH:26]([CH2:27][CH2:28]1)[C@@H:21]([O:20][C:18](=[O:19])[C@@H:17]([C:11]1[CH:16]=[CH:15][CH:14]=[CH:13][CH:12]=1)[NH:29][C:30]1[CH:35]=[CH:34][CH:33]=[CH:32][CH:31]=1)[CH2:22]2. (8) Given the reactants [Br:1][C:2]1[CH:7]=[CH:6][C:5]([C:8]2[O:12][N:11]=[C:10]([CH3:13])[C:9]=2[NH2:14])=[CH:4][CH:3]=1.[O:15]([CH2:22][C:23](=O)[CH3:24])[C:16]1[CH:21]=[CH:20][CH:19]=[CH:18][CH:17]=1, predict the reaction product. The product is: [Br:1][C:2]1[CH:3]=[CH:4][C:5]([C:8]2[O:12][N:11]=[C:10]([CH3:13])[C:9]=2[NH:14][CH:23]([CH3:24])[CH2:22][O:15][C:16]2[CH:21]=[CH:20][CH:19]=[CH:18][CH:17]=2)=[CH:6][CH:7]=1. (9) Given the reactants [F:1][C:2]1[CH:3]=[C:4]([N:9]2[C:16](=[S:17])[N:15]([C:18]3[CH:19]=[C:20]([C:26]([F:29])([F:28])[F:27])[C:21]([C:24]#[N:25])=[N:22][CH:23]=3)[C:14](=[O:30])[C:10]32[CH2:13][CH2:12][CH2:11]3)[CH:5]=[CH:6][C:7]=1[OH:8].[N:31]1([CH2:36][CH2:37]O)[CH2:35][CH2:34][CH2:33][CH2:32]1.C1(P(C2C=CC=CC=2)C2C=CC=CC=2)C=CC=CC=1.N(C(OC(C)C)=O)=NC(OC(C)C)=O, predict the reaction product. The product is: [F:1][C:2]1[CH:3]=[C:4]([N:9]2[C:16](=[S:17])[N:15]([C:18]3[CH:19]=[C:20]([C:26]([F:29])([F:27])[F:28])[C:21]([C:24]#[N:25])=[N:22][CH:23]=3)[C:14](=[O:30])[C:10]32[CH2:11][CH2:12][CH2:13]3)[CH:5]=[CH:6][C:7]=1[O:8][CH2:37][CH2:36][N:31]1[CH2:35][CH2:34][CH2:33][CH2:32]1. (10) Given the reactants [O:1]=[C:2]1[CH:11]([CH2:12][C:13]([OH:15])=[O:14])[CH2:10][C:9]2[C:4](=[CH:5][CH:6]=[CH:7][CH:8]=2)[NH:3]1.[CH3:16]CN=C=NCCCN(C)C.CCN(C(C)C)C(C)C.C(Cl)Cl, predict the reaction product. The product is: [CH3:16][O:14][C:13](=[O:15])[CH2:12][CH:11]1[CH2:10][C:9]2[C:4](=[CH:5][CH:6]=[CH:7][CH:8]=2)[NH:3][C:2]1=[O:1].